Dataset: Reaction yield outcomes from USPTO patents with 853,638 reactions. Task: Predict the reaction yield, written as a fraction of the theoretical maximum amount of product (1.0 means a 100% yield; for example, 0.34 means a 34% yield). The reactants are NC[C:3]1[CH:11]=[CH:10][C:6]([C:7]([OH:9])=[O:8])=[CH:5][C:4]=1[N+:12]([O-:14])=[O:13].ClC(OCC1C2C=CC=CC=2C2C1=CC=CC=2)=O. The catalyst is C([O-])([O-])=O.[Na+].[Na+].O1CCOCC1. The product is [N+:12]([C:4]1[CH:5]=[C:6]([CH:10]=[CH:11][CH:3]=1)[C:7]([OH:9])=[O:8])([O-:14])=[O:13]. The yield is 0.920.